The task is: Predict the reactants needed to synthesize the given product.. This data is from Full USPTO retrosynthesis dataset with 1.9M reactions from patents (1976-2016). (1) Given the product [CH3:25][C:19]1[C:18]([O:17][C:11]2[C:12]([C:15]#[N:16])=[N:13][CH:14]=[C:9]([S:7][C:2]3[CH:3]=[CH:4][CH:5]=[CH:6][N:1]=3)[CH:10]=2)=[C:23]([CH3:24])[CH:22]=[CH:21][N:20]=1, predict the reactants needed to synthesize it. The reactants are: [NH:1]1[CH:6]=[CH:5][CH:4]=[CH:3][C:2]1=[S:7].Br[C:9]1[CH:10]=[C:11]([O:17][C:18]2[C:19]([CH3:25])=[N:20][CH:21]=[CH:22][C:23]=2[CH3:24])[C:12]([C:15]#[N:16])=[N:13][CH:14]=1.CN(C=O)C.[H-].[Na+]. (2) Given the product [Cl:1][C:2]1[C:11]2[C:6](=[CH:7][CH:8]=[CH:9][CH:10]=2)[N:5]=[C:4]([C:12]([C:21]2[CH:22]=[CH:23][C:18]([F:17])=[C:19]([O:26][CH3:27])[CH:20]=2)=[O:14])[N:3]=1, predict the reactants needed to synthesize it. The reactants are: [Cl:1][C:2]1[C:11]2[C:6](=[CH:7][CH:8]=[CH:9][CH:10]=2)[N:5]=[C:4]([C:12]([O:14]CC)=O)[N:3]=1.[F:17][C:18]1[CH:23]=[CH:22][C:21]([Mg]Br)=[CH:20][C:19]=1[O:26][CH3:27].CC1CCCO1.[Cl-].[NH4+]. (3) Given the product [CH3:3][O:4][C:5]1[CH:6]=[CH:7][C:8]([NH:11][C:12]2[CH:17]=[CH:16][CH:15]=[CH:14][C:13]=2[NH:18][C:25]([C:24]2[CH:23]=[C:22]([CH3:28])[O:21][C:20]=2[CH3:19])=[O:26])=[CH:9][CH:10]=1, predict the reactants needed to synthesize it. The reactants are: Cl.Cl.[CH3:3][O:4][C:5]1[CH:10]=[CH:9][C:8]([NH:11][C:12]2[C:13]([NH2:18])=[CH:14][CH:15]=[CH:16][CH:17]=2)=[CH:7][CH:6]=1.[CH3:19][C:20]1[O:21][C:22]([CH3:28])=[CH:23][C:24]=1[C:25](O)=[O:26].CCN(CC)CC.[N-]=C=O.